This data is from Forward reaction prediction with 1.9M reactions from USPTO patents (1976-2016). The task is: Predict the product of the given reaction. (1) Given the reactants Br[C@@:2]1([C:14](=[O:16])[CH3:15])[C@:10]2([CH3:11])[C@H:5](/[C:6](=[CH:12]/[Br:13])/[CH2:7][CH2:8][CH2:9]2)[CH2:4][CH2:3]1.[Br-].[Li+].C(=O)([O-])[O-].[Li+].[Li+].O, predict the reaction product. The product is: [Br:13]/[CH:12]=[C:6]1\[CH2:7][CH2:8][CH2:9][C@@:10]2([CH3:11])[C@H:5]\1[CH2:4][CH:3]=[C:2]2[C:14](=[O:16])[CH3:15]. (2) Given the reactants C(OC(=O)[NH:7][CH2:8][CH2:9][NH:10][C:11]([C:13]1[CH:14]=[N:15][N:16]2[CH:21]=[C:20]([CH2:22][C:23]3[CH:28]=[CH:27][C:26]([Cl:29])=[C:25]([Cl:30])[CH:24]=3)[CH:19]=[N:18][C:17]=12)=[O:12])(C)(C)C.C(Cl)Cl.[C:35]([OH:41])([C:37]([F:40])([F:39])[F:38])=[O:36], predict the reaction product. The product is: [F:38][C:37]([F:40])([F:39])[C:35]([O-:41])=[O:36].[Cl:30][C:25]1[CH:24]=[C:23]([CH:28]=[CH:27][C:26]=1[Cl:29])[CH2:22][C:20]1[CH:19]=[N:18][C:17]2[N:16]([N:15]=[CH:14][C:13]=2[C:11]([NH:10][CH2:9][CH2:8][NH3+:7])=[O:12])[CH:21]=1. (3) Given the reactants [C:1]1([CH2:7][C:8](Cl)=[O:9])[CH:6]=[CH:5][CH:4]=[CH:3][CH:2]=1.[CH2:11]([O:18][C:19]([C:21]1[S:22][C:23]([CH3:27])=[C:24]([NH2:26])[CH:25]=1)=[O:20])[C:12]1[CH:17]=[CH:16][CH:15]=[CH:14][CH:13]=1.C(N(C(C)C)CC)(C)C.Cl, predict the reaction product. The product is: [CH2:11]([O:18][C:19]([C:21]1[S:22][C:23]([CH3:27])=[C:24]([NH:26][C:8](=[O:9])[CH2:7][C:1]2[CH:6]=[CH:5][CH:4]=[CH:3][CH:2]=2)[CH:25]=1)=[O:20])[C:12]1[CH:13]=[CH:14][CH:15]=[CH:16][CH:17]=1. (4) Given the reactants [Br:1][C:2]1[CH:3]=[C:4]([C:14]2[O:15][C:16](=[O:26])[C:17]3[N:23]=[C:22]([Cl:24])[CH:21]=[C:20]([CH3:25])[C:18]=3[N:19]=2)[N:5]([C:7]2[C:12]([Cl:13])=[CH:11][CH:10]=[CH:9][N:8]=2)[N:6]=1.[CH3:27][O:28][C:29]([N:31]([CH3:33])[NH2:32])=[O:30], predict the reaction product. The product is: [CH3:27][O:28][C:29]([N:31]([CH3:33])[NH:32][C:16]([C:17]1[C:18]([NH:19][C:14]([C:4]2[N:5]([C:7]3[C:12]([Cl:13])=[CH:11][CH:10]=[CH:9][N:8]=3)[N:6]=[C:2]([Br:1])[CH:3]=2)=[O:15])=[C:20]([CH3:25])[CH:21]=[C:22]([Cl:24])[N:23]=1)=[O:26])=[O:30]. (5) Given the reactants [CH3:1][C:2]1[CH:10]=[C:9]([CH3:11])[CH:8]=[C:7]2[C:3]=1[CH:4]=[CH:5][NH:6]2.[CH3:12][N:13]([CH3:18])[CH2:14]N(C)C, predict the reaction product. The product is: [CH3:1][C:2]1[CH:10]=[C:9]([CH3:11])[CH:8]=[C:7]2[C:3]=1[C:4]([CH2:12][N:13]([CH3:18])[CH3:14])=[CH:5][NH:6]2. (6) Given the reactants [Cl:1][C:2]1[CH:7]=[CH:6][C:5]([CH:8]2[C:17]3[CH:16]=[C:15]([C:18]4[CH:23]=[CH:22][N:21]=[CH:20][CH:19]=4)[S:14][C:13]=3[CH:12]([OH:24])[CH2:11][CH2:10][CH2:9]2)=[CH:4][CH:3]=1.C(Cl)Cl.CC(OI1(OC(C)=O)(OC(C)=O)OC(=O)C2C=CC=CC1=2)=O.C([O-])(O)=O.[Na+], predict the reaction product. The product is: [Cl:1][C:2]1[CH:7]=[CH:6][C:5]([CH:8]2[C:17]3[CH:16]=[C:15]([C:18]4[CH:19]=[CH:20][N:21]=[CH:22][CH:23]=4)[S:14][C:13]=3[C:12](=[O:24])[CH2:11][CH2:10][CH2:9]2)=[CH:4][CH:3]=1.